The task is: Predict the product of the given reaction.. This data is from Forward reaction prediction with 1.9M reactions from USPTO patents (1976-2016). Given the reactants [N:1]1([C:7]2[CH:15]=[CH:14][CH:13]=[CH:12][C:8]=2[C:9]([OH:11])=[O:10])[CH2:6][CH2:5][NH:4][CH2:3][CH2:2]1.OS(O)(=O)=O.[CH3:21]O, predict the reaction product. The product is: [CH3:21][O:10][C:9](=[O:11])[C:8]1[CH:12]=[CH:13][CH:14]=[CH:15][C:7]=1[N:1]1[CH2:2][CH2:3][NH:4][CH2:5][CH2:6]1.